From a dataset of Forward reaction prediction with 1.9M reactions from USPTO patents (1976-2016). Predict the product of the given reaction. (1) Given the reactants [C:1](=[O:45])([O:16][CH2:17]/[C:18](/[C:35]1[CH:40]=[CH:39][C:38]([S:41]([CH3:44])(=[O:43])=[O:42])=[CH:37][CH:36]=1)=[C:19](/[C:29]1[CH:34]=[CH:33][CH:32]=[CH:31][CH:30]=1)\[CH2:20][O:21][Si](C(C)(C)C)(C)C)[O:2][CH2:3][CH2:4][CH2:5][CH:6]([O:12][N+:13]([O-:15])=[O:14])[CH2:7][O:8][N+:9]([O-:11])=[O:10], predict the reaction product. The product is: [C:1](=[O:45])([O:16][CH2:17]/[C:18](/[C:35]1[CH:40]=[CH:39][C:38]([S:41]([CH3:44])(=[O:42])=[O:43])=[CH:37][CH:36]=1)=[C:19](/[C:29]1[CH:34]=[CH:33][CH:32]=[CH:31][CH:30]=1)\[CH2:20][OH:21])[O:2][CH2:3][CH2:4][CH2:5][CH:6]([O:12][N+:13]([O-:15])=[O:14])[CH2:7][O:8][N+:9]([O-:11])=[O:10]. (2) Given the reactants [CH2:1]([N:7]1[CH2:12][CH:11]2[CH:9]([C:10]2(C2C=C(C(=N)OCC)C=CC=2)[CH3:13])[C:8]1=O)[CH2:2][CH2:3][CH2:4][CH2:5][CH3:6].[NH2:26][C:27]1[CH:32]=[CH:31][CH:30]=[CH:29][C:28]=1[NH2:33], predict the reaction product. The product is: [NH2:26][C:27]1[CH:32]=[C:31]([C:10]2([CH3:13])[CH:11]3[CH:9]2[CH2:8][N:7]([CH2:1][CH2:2][CH2:3][CH2:4][CH2:5][CH3:6])[CH2:12]3)[CH:30]=[CH:29][C:28]=1[NH2:33]. (3) Given the reactants [H-].[Na+].[CH3:3][C:4]1[CH:8]=[C:7]([CH3:9])[NH:6][N:5]=1.CN(C)C=O.Cl[C:16]1[N:24]=[C:23]2[C:19]([N:20]=[CH:21][N:22]2[CH3:25])=[C:18]([NH:26][C:27]2[CH:32]=[CH:31][C:30]([Cl:33])=[CH:29][CH:28]=2)[N:17]=1, predict the reaction product. The product is: [Cl:33][C:30]1[CH:29]=[CH:28][C:27]([NH:26][C:18]2[N:17]=[C:16]([N:5]3[C:4]([CH3:3])=[CH:8][C:7]([CH3:9])=[N:6]3)[N:24]=[C:23]3[C:19]=2[N:20]=[CH:21][N:22]3[CH3:25])=[CH:32][CH:31]=1. (4) Given the reactants [Cl:1][C:2]1[CH:7]=[CH:6][C:5]([NH:8][C:9](=[O:23])[NH:10][C:11]2[S:12][C:13]3[CH:19]=[C:18]([C:20]([OH:22])=O)[CH:17]=[CH:16][C:14]=3[N:15]=2)=[CH:4][CH:3]=1.[NH2:24][C:25]1[CH:34]=[CH:33][C:28]2[NH:29][C:30](=[O:32])[O:31][C:27]=2[CH:26]=1.CCN=C=NCCCN(C)C.C1C=CC2N(O)N=NC=2C=1, predict the reaction product. The product is: [O:32]=[C:30]1[NH:29][C:28]2[CH:33]=[CH:34][C:25]([NH:24][C:20]([C:18]3[CH:17]=[CH:16][C:14]4[N:15]=[C:11]([NH:10][C:9]([NH:8][C:5]5[CH:4]=[CH:3][C:2]([Cl:1])=[CH:7][CH:6]=5)=[O:23])[S:12][C:13]=4[CH:19]=3)=[O:22])=[CH:26][C:27]=2[O:31]1.